From a dataset of Reaction yield outcomes from USPTO patents with 853,638 reactions. Predict the reaction yield, written as a fraction of the theoretical maximum amount of product (1.0 means a 100% yield; for example, 0.34 means a 34% yield). (1) The reactants are [NH:1]1[C:9]2[C:4](=[CH:5][CH:6]=[CH:7][CH:8]=2)[CH2:3][C:2]1=[O:10].[CH:11]([C:13]1[NH:17][C:16]([C:18]([OH:20])=[O:19])=[CH:15][C:14]=1[CH3:21])=O. No catalyst specified. The product is [CH3:21][C:14]1[CH:15]=[C:16]([C:18]([OH:20])=[O:19])[NH:17][C:13]=1[CH:11]=[C:3]1[C:4]2[C:9](=[CH:8][CH:7]=[CH:6][CH:5]=2)[NH:1][C:2]1=[O:10]. The yield is 1.00. (2) The reactants are [CH3:1][C:2](C)([O-])C.[K+].[Cl:7][C:8]1[C:16]2[N:15]=[C:14]3[N:17]([C:21]4[C:22]([CH3:30])=[N:23][C:24]([O:28][CH3:29])=[N:25][C:26]=4[CH3:27])[CH2:18][CH2:19][CH2:20][N:13]3[C:12]=2[C:11]([CH2:31][C:32]#[N:33])=[CH:10][CH:9]=1.C(I)C. The catalyst is O1CCCC1.[Cl-].[NH4+]. The product is [Cl:7][C:8]1[C:16]2[N:15]=[C:14]3[N:17]([C:21]4[C:22]([CH3:30])=[N:23][C:24]([O:28][CH3:29])=[N:25][C:26]=4[CH3:27])[CH2:18][CH2:19][CH2:20][N:13]3[C:12]=2[C:11]([CH:31]([CH2:1][CH3:2])[C:32]#[N:33])=[CH:10][CH:9]=1. The yield is 0.790. (3) The reactants are [OH-].[Na+:2].CO.[C:5]([C:11]1[CH:19]=[CH:18][CH:17]=[CH:16][C:12]=1[C:13]([OH:15])=[O:14])(=[O:10])[CH2:6][CH2:7][CH2:8][CH3:9]. The catalyst is C(OCC)C. The product is [C:5]([C:11]1[CH:19]=[CH:18][CH:17]=[CH:16][C:12]=1[C:13]([O-:15])=[O:14])(=[O:10])[CH2:6][CH2:7][CH2:8][CH3:9].[Na+:2]. The yield is 0.826. (4) The reactants are Cl.[Br:2][C:3]1[CH:11]=[CH:10][C:6]([C:7]([NH2:9])=[NH:8])=[C:5]([F:12])[CH:4]=1.C(=O)([O-])O.[K+].O.Br[CH2:20][C:21]([C:23]1[N:24]([CH:28]([CH3:30])[CH3:29])[N:25]=[CH:26][N:27]=1)=O. The catalyst is C1COCC1. The product is [Br:2][C:3]1[CH:11]=[CH:10][C:6]([C:7]2[NH:9][CH:20]=[C:21]([C:23]3[N:24]([CH:28]([CH3:30])[CH3:29])[N:25]=[CH:26][N:27]=3)[N:8]=2)=[C:5]([F:12])[CH:4]=1. The yield is 0.740. (5) The reactants are C(O[CH2:5][C:6]1[C:15]2[C:10](=[CH:11][CH:12]=[C:13]([O:16][C:17]3[CH:22]=[CH:21][CH:20]=[CH:19][CH:18]=3)[CH:14]=2)[C:9]([OH:23])=[C:8]([C:24]([O:26][CH3:27])=[O:25])[N:7]=1)(=O)C.C([O-])([O-])=O.[Na+].[Na+]. The catalyst is [Pd].C(OCC)(=O)C. The product is [OH:23][C:9]1[C:10]2[C:15](=[CH:14][C:13]([O:16][C:17]3[CH:22]=[CH:21][CH:20]=[CH:19][CH:18]=3)=[CH:12][CH:11]=2)[C:6]([CH3:5])=[N:7][C:8]=1[C:24]([O:26][CH3:27])=[O:25]. The yield is 0.900. (6) The reactants are C([N:8]1[CH2:13][CH2:12][C:11]([NH:17][CH:18]([CH3:20])[CH3:19])([C:14]([NH2:16])=[O:15])[CH2:10][CH2:9]1)C1C=CC=CC=1.C(O)=O. The catalyst is [Pd].CO. The product is [C:14]([C:11]1([NH:17][CH:18]([CH3:20])[CH3:19])[CH2:12][CH2:13][NH:8][CH2:9][CH2:10]1)(=[O:15])[NH2:16]. The yield is 0.900. (7) The reactants are [F:1][C:2]1[CH:7]=[C:6]([I:8])[CH:5]=[CH:4][C:3]=1[NH:9][C:10]1[N:15]2[CH:16]=[N:17][CH:18]=[C:14]2[CH:13]=[CH:12][C:11]=1[C:19]([OH:21])=O.[CH3:22][C:23]1([CH3:31])[O:27][C@@H:26]([CH2:28][O:29][NH2:30])[CH2:25][O:24]1.CCN(C(C)C)C(C)C.C1C=CC2N(O)N=NC=2C=1.CCN=C=NCCCN(C)C. The catalyst is C1COCC1.C(OCC)(=O)C. The product is [CH3:22][C:23]1([CH3:31])[O:27][C@H:26]([CH2:28][O:29][NH:30][C:19]([C:11]2[CH:12]=[CH:13][C:14]3[N:15]([CH:16]=[N:17][CH:18]=3)[C:10]=2[NH:9][C:3]2[CH:4]=[CH:5][C:6]([I:8])=[CH:7][C:2]=2[F:1])=[O:21])[CH2:25][O:24]1. The yield is 0.840. (8) The reactants are [CH3:1][NH:2]CCNC.I[C:8]1[CH:9]=[C:10]2[C:14](=[CH:15][CH:16]=1)[NH:13][CH:12]=[C:11]2[C@@H:17]1[CH2:21][CH2:20][CH2:19][C@H:18]1[CH2:22][N:23]([CH3:25])[CH3:24].[C-]#N.[Na+]. The catalyst is C1(C)C=CC=CC=1.C(OCC)(=O)C.[Cu]I. The product is [CH3:24][N:23]([CH2:22][C@@H:18]1[CH2:19][CH2:20][CH2:21][C@H:17]1[C:11]1[C:10]2[C:14](=[CH:15][CH:16]=[C:8]([C:1]#[N:2])[CH:9]=2)[NH:13][CH:12]=1)[CH3:25]. The yield is 0.830. (9) The reactants are [OH:1]O.[CH2:3]([NH:5][C:6]1[N:7]=[N+:8]([O-:21])[C:9]2[CH:18]=[C:17]3[C:13]([CH2:14][CH:15]([CH2:19][OH:20])[CH2:16]3)=[CH:12][C:10]=2[N:11]=1)[CH3:4]. The catalyst is CC(O)=O.C([O-])(O)=O.[Na+]. The product is [CH2:3]([NH:5][C:6]1[N:7]=[N+:8]([O-:21])[C:9]2[CH:18]=[C:17]3[C:13]([CH2:14][CH:15]([CH2:19][OH:20])[CH2:16]3)=[CH:12][C:10]=2[N+:11]=1[O-:1])[CH3:4]. The yield is 0.150.